This data is from Merck oncology drug combination screen with 23,052 pairs across 39 cell lines. The task is: Regression. Given two drug SMILES strings and cell line genomic features, predict the synergy score measuring deviation from expected non-interaction effect. (1) Drug 1: O=C(CCCCCCC(=O)Nc1ccccc1)NO. Drug 2: COC1CC2CCC(C)C(O)(O2)C(=O)C(=O)N2CCCCC2C(=O)OC(C(C)CC2CCC(OP(C)(C)=O)C(OC)C2)CC(=O)C(C)C=C(C)C(O)C(OC)C(=O)C(C)CC(C)C=CC=CC=C1C. Cell line: NCIH23. Synergy scores: synergy=1.72. (2) Drug 1: Cn1nnc2c(C(N)=O)ncn2c1=O. Drug 2: CCc1cnn2c(NCc3ccc[n+]([O-])c3)cc(N3CCCCC3CCO)nc12. Cell line: HT29. Synergy scores: synergy=-8.58. (3) Drug 1: N.N.O=C(O)C1(C(=O)O)CCC1.[Pt]. Drug 2: C#Cc1cccc(Nc2ncnc3cc(OCCOC)c(OCCOC)cc23)c1. Cell line: COLO320DM. Synergy scores: synergy=1.10. (4) Drug 1: CC(=O)OC1C(=O)C2(C)C(O)CC3OCC3(OC(C)=O)C2C(OC(=O)c2ccccc2)C2(O)CC(OC(=O)C(O)C(NC(=O)c3ccccc3)c3ccccc3)C(C)=C1C2(C)C. Drug 2: C=CCn1c(=O)c2cnc(Nc3ccc(N4CCN(C)CC4)cc3)nc2n1-c1cccc(C(C)(C)O)n1. Cell line: EFM192B. Synergy scores: synergy=9.90. (5) Drug 1: CN1C(=O)C=CC2(C)C3CCC4(C)C(NC(=O)OCC(F)(F)F)CCC4C3CCC12. Drug 2: COC12C(COC(N)=O)C3=C(C(=O)C(C)=C(N)C3=O)N1CC1NC12. Cell line: NCIH460. Synergy scores: synergy=-6.57. (6) Drug 1: CNC(=O)c1cc(Oc2ccc(NC(=O)Nc3ccc(Cl)c(C(F)(F)F)c3)cc2)ccn1. Drug 2: Cn1cc(-c2cnn3c(N)c(Br)c(C4CCCNC4)nc23)cn1. Cell line: A2780. Synergy scores: synergy=5.75.